Dataset: M1 muscarinic receptor antagonist screen with 61,756 compounds. Task: Binary Classification. Given a drug SMILES string, predict its activity (active/inactive) in a high-throughput screening assay against a specified biological target. (1) The compound is O(c1ccc(C2n3[nH]c(nc3=NC(C2)c2ccc(cc2)CC)N)cc1)CC. The result is 0 (inactive). (2) The compound is O=C1N(CCc2ccccc2)C(=O)c2c(C1)cccc2. The result is 0 (inactive). (3) The molecule is S(c1n(c(nn1)c1n(CC)c(SCC(OCC)=O)nn1)CC)CC(OCC)=O. The result is 0 (inactive). (4) The compound is Clc1ccc(n2[nH]c(c3c2nc(=O)c(c3)CNCc2cc3OCOc3cc2)C)cc1. The result is 0 (inactive).